This data is from HIV replication inhibition screening data with 41,000+ compounds from the AIDS Antiviral Screen. The task is: Binary Classification. Given a drug SMILES string, predict its activity (active/inactive) in a high-throughput screening assay against a specified biological target. (1) The molecule is CCOC(=O)C=C(CCOC1CCCCO1)[Si](C)(C)c1ccccc1. The result is 0 (inactive). (2) The result is 0 (inactive). The compound is CN1c2ccccc2C2=C(c3ccccc3)CCC(C(=O)N3C4CC5CCC4(CS3(=O)=O)C5(C)C)C21. (3) The drug is CN(C(=O)c1ccco1)C(=S)N1CCN(c2ccccn2)CC1. The result is 0 (inactive). (4) The drug is CCOc1ccc(N2CC(=O)N3CCCCN3C(=O)C2)cc1. The result is 0 (inactive). (5) The drug is CC(=O)N(CC(=O)Nc1ccc(S(N)(=O)=O)cc1)C(C)C. The result is 0 (inactive). (6) The drug is CCOc1ccc2c(ccc(C=Cc3cc(C)c4cccnc4c3O)[n+]2C)c1. The result is 0 (inactive). (7) The compound is CC(C)CC(NC(=O)C(Cc1ccc(O)cc1)NC(=O)C(C)N)C(=O)NCC(=O)NC(CCCCN)C(=O)NC(CCCCN)C(=O)NC(C(=O)NC(C)C(=O)NC(C(=O)NC(CC(=O)O)C(=O)O)C(C)O)C(C)C. The result is 0 (inactive). (8) The molecule is CNC(=S)N1CCN(C(C)=O)C1=S. The result is 0 (inactive). (9) The compound is NS(=O)(=O)c1nnc(NS(=O)(=O)c2ccc(Cl)cc2)s1. The result is 0 (inactive).